Dataset: Forward reaction prediction with 1.9M reactions from USPTO patents (1976-2016). Task: Predict the product of the given reaction. (1) Given the reactants [N:1]1([C:16]([O:18][CH:19]2[CH:26]3[CH2:27][CH:22]4[CH2:23][CH:24]([CH2:28][CH:20]2[CH2:21]4)[CH2:25]3)=[O:17])[CH2:6][CH2:5][C:4]2([C:15]3[C:10](=[CH:11][CH:12]=[CH:13][CH:14]=3)[CH2:9][NH:8][CH2:7]2)[CH2:3][CH2:2]1.[CH2:29]([O:31][C:32]([C@@H:34]1[CH2:36][C@H:35]1[C:37](O)=[O:38])=[O:33])[CH3:30].CN(C(ON1N=NC2C=CC=NC1=2)=[N+](C)C)C.F[P-](F)(F)(F)(F)F.CCN(C(C)C)C(C)C, predict the reaction product. The product is: [CH2:29]([O:31][C:32]([C@@H:34]1[CH2:36][C@H:35]1[C:37]([N:8]1[CH2:7][C:4]2([CH2:5][CH2:6][N:1]([C:16]([O:18][CH:19]3[CH:20]4[CH2:28][CH:24]5[CH2:23][CH:22]([CH2:27][CH:26]3[CH2:25]5)[CH2:21]4)=[O:17])[CH2:2][CH2:3]2)[C:15]2[C:10](=[CH:11][CH:12]=[CH:13][CH:14]=2)[CH2:9]1)=[O:38])=[O:33])[CH3:30]. (2) Given the reactants [Cl:1][C:2]1[C:6]([S:7](Cl)(=[O:9])=[O:8])=[CH:5][N:4]([CH3:11])[C:3]=1[C:12]([O:14][CH3:15])=[O:13].CCN(C(C)C)C(C)C.[F:25][C:26]([F:31])([F:30])[C@H:27]([NH2:29])[CH3:28], predict the reaction product. The product is: [Cl:1][C:2]1[C:6]([S:7](=[O:9])(=[O:8])[NH:29][C@H:27]([CH3:28])[C:26]([F:31])([F:30])[F:25])=[CH:5][N:4]([CH3:11])[C:3]=1[C:12]([O:14][CH3:15])=[O:13]. (3) Given the reactants O=[C:2]1[C:11]2[N:10]=[CH:9][CH:8]=[CH:7][C:6]=2[CH2:5][CH2:4][CH:3]1[CH2:12][C:13]#[N:14].[H][H], predict the reaction product. The product is: [NH:14]1[CH:2]2[CH:3]([CH2:4][CH2:5][C:6]3[CH:7]=[CH:8][CH:9]=[N:10][C:11]=32)[CH2:12][CH2:13]1.